The task is: Regression. Given a peptide amino acid sequence and an MHC pseudo amino acid sequence, predict their binding affinity value. This is MHC class I binding data.. This data is from Peptide-MHC class I binding affinity with 185,985 pairs from IEDB/IMGT. (1) The peptide sequence is ILYVSCNPA. The MHC is HLA-B58:01 with pseudo-sequence HLA-B58:01. The binding affinity (normalized) is 0.413. (2) The peptide sequence is MPYHGYHII. The MHC is HLA-B40:13 with pseudo-sequence HLA-B40:13. The binding affinity (normalized) is 0.648. (3) The peptide sequence is FPYSTFPII. The MHC is Patr-A0101 with pseudo-sequence Patr-A0101. The binding affinity (normalized) is 0. (4) The peptide sequence is MQFPGSVGF. The MHC is HLA-B83:01 with pseudo-sequence HLA-B83:01. The binding affinity (normalized) is 0.213. (5) The peptide sequence is AALDMVDAL. The MHC is H-2-Kb with pseudo-sequence H-2-Kb. The binding affinity (normalized) is 0.273. (6) The peptide sequence is KRQQELLRL. The MHC is HLA-B27:05 with pseudo-sequence HLA-B27:05. The binding affinity (normalized) is 0.553. (7) The peptide sequence is VPAQNAIST. The MHC is HLA-A69:01 with pseudo-sequence HLA-A69:01. The binding affinity (normalized) is 0.0847.